The task is: Predict the product of the given reaction.. This data is from Forward reaction prediction with 1.9M reactions from USPTO patents (1976-2016). (1) Given the reactants C(NC(C)C)(C)C.C([Li])CCC.[Cl:13][C:14]1[CH:15]=[C:16]([CH2:20][C:21]([OH:23])=[O:22])[CH:17]=[CH:18][CH:19]=1.[C:24]1(=[O:30])[CH2:29][CH2:28][CH2:27][CH2:26][CH2:25]1, predict the reaction product. The product is: [Cl:13][C:14]1[CH:15]=[C:16]([CH:20]([C:24]2([OH:30])[CH2:29][CH2:28][CH2:27][CH2:26][CH2:25]2)[C:21]([OH:23])=[O:22])[CH:17]=[CH:18][CH:19]=1. (2) Given the reactants [NH:1]1[CH2:6][CH2:5][CH2:4][CH:3]([C:7]([O:9][CH2:10][CH3:11])=[O:8])[CH2:2]1.[CH2:12](Br)[CH:13]=[CH2:14].C(=O)([O-])[O-].[Na+].[Na+], predict the reaction product. The product is: [CH2:14]([N:1]1[CH2:6][CH2:5][CH2:4][CH:3]([C:7]([O:9][CH2:10][CH3:11])=[O:8])[CH2:2]1)[CH:13]=[CH2:12]. (3) Given the reactants Br[CH2:2][C:3]([C:5]1[CH:13]=[CH:12][C:8]([C:9]([OH:11])=[O:10])=[CH:7][CH:6]=1)=O.[N:14]1([C:20](=[S:22])[NH2:21])[CH2:19][CH2:18][CH2:17][CH2:16][CH2:15]1, predict the reaction product. The product is: [N:14]1([C:20]2[S:22][CH:2]=[C:3]([C:5]3[CH:13]=[CH:12][C:8]([C:9]([OH:11])=[O:10])=[CH:7][CH:6]=3)[N:21]=2)[CH2:19][CH2:18][CH2:17][CH2:16][CH2:15]1.